Dataset: Catalyst prediction with 721,799 reactions and 888 catalyst types from USPTO. Task: Predict which catalyst facilitates the given reaction. (1) Product: [Br:8][C:5]1[CH:6]=[CH:7][N:2]2[N:1]=[C:28]([C:27]3[CH:31]=[CH:32][CH:33]=[C:25]([O:24][CH3:23])[CH:26]=3)[N:9]=[C:3]2[CH:4]=1. The catalyst class is: 17. Reactant: [NH2:1][N+:2]1[CH:7]=[CH:6][C:5]([Br:8])=[CH:4][C:3]=1[NH2:9].CC1C=C(C)C=C(C)C=1S([O-])(=O)=O.[CH3:23][O:24][C:25]1[CH:26]=[C:27]([CH:31]=[CH:32][CH:33]=1)[C:28](Cl)=O. (2) Reactant: [CH:1]([CH:3]1[CH2:5][C:4]1([C:10]1[CH:19]=[CH:18][C:17]2[C:12](=[CH:13][CH:14]=[CH:15][CH:16]=2)[CH:11]=1)[C:6]([O:8][CH3:9])=[O:7])=O.[CH3:20][NH2:21].[BH4-].[Na+].[ClH:24]. Product: [ClH:24].[CH3:20][NH:21][CH2:1][CH:3]1[CH2:5][C:4]1([C:10]1[CH:19]=[CH:18][C:17]2[C:12](=[CH:13][CH:14]=[CH:15][CH:16]=2)[CH:11]=1)[C:6]([O:8][CH3:9])=[O:7]. The catalyst class is: 459. (3) Reactant: S(Cl)(Cl)(=O)=O.[CH3:6][S:7][CH2:8][C:9]([O:11]CC)=O.[C:14]([C:16]1[CH:22]=[CH:21][C:19]([NH2:20])=[CH:18][CH:17]=1)#[N:15].CN(C)C1C2C(=CC=CC=2N(C)C)C=CC=1.C(N(CC)CC)C. Product: [C:14]([C:16]1[CH:17]=[CH:18][C:19]2[C:21](=[C:8]([S:7][CH3:6])[C:9](=[O:11])[N:20]=2)[CH:22]=1)#[N:15]. The catalyst class is: 411. (4) The catalyst class is: 3. Product: [Cl:1][C:2]1[C:3](=[O:14])[N:4]([CH2:16][C:17]2[CH:18]=[CH:19][C:20]([NH:23][C:24](=[O:30])[O:25][C:26]([CH3:28])([CH3:27])[CH3:29])=[N:21][CH:22]=2)[C:5](=[O:13])[C:6]=1[C:7]1[CH:12]=[CH:11][CH:10]=[CH:9][CH:8]=1. Reactant: [Cl:1][C:2]1[C:3](=[O:14])[NH:4][C:5](=[O:13])[C:6]=1[C:7]1[CH:12]=[CH:11][CH:10]=[CH:9][CH:8]=1.Br[CH2:16][C:17]1[CH:18]=[CH:19][C:20]([NH:23][C:24](=[O:30])[O:25][C:26]([CH3:29])([CH3:28])[CH3:27])=[N:21][CH:22]=1.C(=O)([O-])[O-].[K+].[K+]. (5) Reactant: [CH2:1]([N:8]1[CH2:13][CH2:12][CH:11]([CH2:14][O:15][C:16]2[C:28]([CH:29]3[CH2:31][CH2:30]3)=[CH:27][C:19]([C:20](OC(C)(C)C)=[O:21])=[C:18]([F:32])[CH:17]=2)[CH2:10][CH2:9]1)[C:2]1[CH:7]=[CH:6][CH:5]=[CH:4][CH:3]=1.FC(F)(F)C(O)=O.C(N=C=NCCCN(C)C)C.[CH3:51][S:52]([NH2:55])(=[O:54])=[O:53]. Product: [CH2:1]([N:8]1[CH2:13][CH2:12][CH:11]([CH2:14][O:15][C:16]2[C:28]([CH:29]3[CH2:31][CH2:30]3)=[CH:27][C:19]([C:20]([NH:55][S:52]([CH3:51])(=[O:54])=[O:53])=[O:21])=[C:18]([F:32])[CH:17]=2)[CH2:10][CH2:9]1)[C:2]1[CH:7]=[CH:6][CH:5]=[CH:4][CH:3]=1. The catalyst class is: 112. (6) Reactant: Cl[C:2]1[CH:7]=[CH:6][N:5]2[N:8]=[C:9]([C:23]3[CH:28]=[CH:27][C:26]([F:29])=[CH:25][CH:24]=3)[C:10]([C:11]3[CH:16]=[CH:15][N:14]=[C:13]([NH:17][CH:18]4[CH2:22][CH2:21][CH2:20][CH2:19]4)[N:12]=3)=[C:4]2[CH:3]=1.C1(P(C2C=CC=CC=2)C2C=CC3C(=CC=CC=3)C=2C2C3C(=CC=CC=3)C=CC=2P(C2C=CC=CC=2)C2C=CC=CC=2)C=CC=CC=1.C(=O)([O-])[O-].[Cs+].[Cs+].C(OCC)(=O)C.[NH:88]1[CH2:92][CH2:91][CH2:90][CH2:89]1. Product: [CH:18]1([NH:17][C:13]2[N:12]=[C:11]([C:10]3[C:9]([C:23]4[CH:28]=[CH:27][C:26]([F:29])=[CH:25][CH:24]=4)=[N:8][N:5]4[CH:6]=[CH:7][C:2]([N:88]5[CH2:92][CH2:91][CH2:90][CH2:89]5)=[CH:3][C:4]=34)[CH:16]=[CH:15][N:14]=2)[CH2:22][CH2:21][CH2:20][CH2:19]1. The catalyst class is: 713.